Task: Predict the reactants needed to synthesize the given product.. Dataset: Retrosynthesis with 50K atom-mapped reactions and 10 reaction types from USPTO The reactants are: COC(=O)CC1(C)Oc2c(C)c(C)c(C(C)(C)C)c(C)c2CC1O[SiH](C)C. Given the product Cc1c(C)c(C(C)(C)C)c(C)c2c1OC(C)(CCO)C(O[SiH](C)C)C2, predict the reactants needed to synthesize it.